From a dataset of Forward reaction prediction with 1.9M reactions from USPTO patents (1976-2016). Predict the product of the given reaction. (1) Given the reactants Br[Mg][CH:3]=[CH2:4].CON(C)[C:8]([CH:10]1[CH2:14][CH2:13][CH2:12][CH2:11]1)=[O:9].N#N, predict the reaction product. The product is: [CH:10]1([C:8](=[O:9])[CH:3]=[CH2:4])[CH2:14][CH2:13][CH2:12][CH2:11]1. (2) Given the reactants [N:1]1[N:2]2[CH:10]=[CH:9][CH:8]=[C:3]2[C:4]([NH2:7])=[N:5][CH:6]=1.[Al+3].[Cl-].[Cl-].[Cl-].[C:15](Cl)(=[O:17])[CH3:16].C(=O)(O)[O-].[Na+], predict the reaction product. The product is: [NH2:7][C:4]1[C:3]2=[CH:8][CH:9]=[C:10]([C:15](=[O:17])[CH3:16])[N:2]2[N:1]=[CH:6][N:5]=1. (3) Given the reactants [F:1][C:2]1[CH:7]=[CH:6][C:5]([N:8]2[C@H:11]([C:12]3[CH:17]=[CH:16][C:15]([O:18][C:19]([C:32]4[CH:37]=[CH:36][CH:35]=[CH:34][CH:33]=4)([C:26]4[CH:31]=[CH:30][CH:29]=[CH:28][CH:27]=4)[C:20]4[CH:25]=[CH:24][CH:23]=[CH:22][CH:21]=4)=[CH:14][CH:13]=3)[C@@H:10]([CH2:38][CH2:39][C:40]([O:42]C)=[O:41])[C:9]2=[O:44])=[CH:4][CH:3]=1.[OH-].[K+].Cl.C(OCC)(=O)C, predict the reaction product. The product is: [F:1][C:2]1[CH:3]=[CH:4][C:5]([N:8]2[C@H:11]([C:12]3[CH:13]=[CH:14][C:15]([O:18][C:19]([C:20]4[CH:21]=[CH:22][CH:23]=[CH:24][CH:25]=4)([C:26]4[CH:31]=[CH:30][CH:29]=[CH:28][CH:27]=4)[C:32]4[CH:37]=[CH:36][CH:35]=[CH:34][CH:33]=4)=[CH:16][CH:17]=3)[C@@H:10]([CH2:38][CH2:39][C:40]([OH:42])=[O:41])[C:9]2=[O:44])=[CH:6][CH:7]=1. (4) Given the reactants [C:1]([CH2:3][CH:4]([N:8]1[CH:12]=[C:11]([C:13]2[N:18]3[CH:19]=[CH:20][N:21]=[C:17]3[CH:16]=[C:15]([C:22]([O:24]C)=[O:23])[N:14]=2)[CH:10]=[N:9]1)[CH:5]1[CH2:7][CH2:6]1)#[N:2].CO.[Li+].[OH-], predict the reaction product. The product is: [C:1]([CH2:3][CH:4]([N:8]1[CH:12]=[C:11]([C:13]2[N:18]3[CH:19]=[CH:20][N:21]=[C:17]3[CH:16]=[C:15]([C:22]([OH:24])=[O:23])[N:14]=2)[CH:10]=[N:9]1)[CH:5]1[CH2:6][CH2:7]1)#[N:2]. (5) Given the reactants [CH2:1]([O:8][C@H](C)[C@H](NC(OCC1C2C=CC=CC=2C2C1=CC=CC=2)=O)C(O)=O)C1C=CC=CC=1.N[C@H](C1C=CC(OC[C@H](O)CO)=CC=1)C(N[C@@H]([C@H](C1C=CC=CC=1)C)C(NC1C=CC(I)=CC=1Cl)=O)=O.C(O[C:75](=[O:99])[NH:76][C@H:77]([C:86](=[O:98])[NH:87][C:88]1[CH:93]=[CH:92][C:91]([CH:94]2[CH2:96][CH2:95]2)=[CH:90][C:89]=1[F:97])[CH2:78][C:79]1[CH:84]=[CH:83][C:82]([F:85])=[CH:81][CH:80]=1)(C)(C)C.C(O[C:105]([NH:107][C@H:108]([C:112]1[CH:117]=[CH:116][C:115]([O:118][CH2:119][C@H:120]2COC(C)(C)[O:121]2)=[CH:114][CH:113]=1)C(O)=O)=[O:106])(C)(C)C, predict the reaction product. The product is: [CH:94]1([C:91]2[CH:92]=[CH:93][C:88]([NH:87][C:86](=[O:98])[C@@H:77]([N:76]3[C:75](=[O:99])[C@@H:108]([C:112]4[CH:113]=[CH:114][C:115]([O:118][CH:119]([CH2:120][OH:121])[CH2:1][OH:8])=[CH:116][CH:117]=4)[NH:107][C:105]3=[O:106])[CH2:78][C:79]3[CH:84]=[CH:83][C:82]([F:85])=[CH:81][CH:80]=3)=[C:89]([F:97])[CH:90]=2)[CH2:96][CH2:95]1. (6) Given the reactants [NH2:1][C:2]1[CH:10]=[C:9]([Cl:11])[CH:8]=[CH:7][C:3]=1[C:4]([OH:6])=[O:5].FC1C=CC=CC=1C(Cl)=O.[Br:22][C:23]1[CH:31]=[CH:30][CH:29]=[CH:28][C:24]=1[C:25](Cl)=O, predict the reaction product. The product is: [Cl:11][C:9]1[CH:8]=[CH:7][C:3]2[C:4](=[O:6])[O:5][C:25]([C:24]3[CH:28]=[CH:29][CH:30]=[CH:31][C:23]=3[Br:22])=[N:1][C:2]=2[CH:10]=1.